This data is from Full USPTO retrosynthesis dataset with 1.9M reactions from patents (1976-2016). The task is: Predict the reactants needed to synthesize the given product. (1) Given the product [NH:1]1[C:5]2=[N:6][C:7]([NH:47][C:50]([N:21]3[CH2:26][CH2:25][C:24](=[CH:27][C:28]4[CH:44]=[CH:43][CH:42]=[C:30]([O:31][C:32]5[CH:37]=[CH:36][C:35]([C:38]([F:41])([F:39])[F:40])=[CH:34][N:33]=5)[CH:29]=4)[CH2:23][CH2:22]3)=[O:54])=[CH:8][CH:9]=[C:4]2[CH:3]=[CH:2]1, predict the reactants needed to synthesize it. The reactants are: [NH:1]1[C:5]2=[N:6][CH:7]=[C:8](NC(=O)OC3C=CC=CC=3)[CH:9]=[C:4]2[CH:3]=[CH:2]1.Cl.[NH:21]1[CH2:26][CH2:25][C:24](=[CH:27][C:28]2[CH:29]=[C:30]([CH:42]=[CH:43][CH:44]=2)[O:31][C:32]2[CH:37]=[CH:36][C:35]([C:38]([F:41])([F:40])[F:39])=[CH:34][N:33]=2)[CH2:23][CH2:22]1.C([N:47]([CH2:50]C)CC)C.CC[O:54]C(C)=O. (2) Given the product [CH2:1]([O:3][C:4](=[O:12])[C:5]([C:10]#[N:11])([CH2:16][C:17]1[CH:22]=[C:21]([O:23][C:24]2[CH:29]=[CH:28][CH:27]=[CH:26][CH:25]=2)[CH:20]=[CH:19][C:18]=1[N+:30]([O-:32])=[O:31])[CH2:6][CH2:7][CH:8]=[CH2:9])[CH3:2], predict the reactants needed to synthesize it. The reactants are: [CH2:1]([O:3][C:4](=[O:12])[CH:5]([C:10]#[N:11])[CH2:6][CH2:7][CH:8]=[CH2:9])[CH3:2].[H-].[Na+].Cl[CH2:16][C:17]1[CH:22]=[C:21]([O:23][C:24]2[CH:29]=[CH:28][CH:27]=[CH:26][CH:25]=2)[CH:20]=[CH:19][C:18]=1[N+:30]([O-:32])=[O:31].